This data is from Reaction yield outcomes from USPTO patents with 853,638 reactions. The task is: Predict the reaction yield, written as a fraction of the theoretical maximum amount of product (1.0 means a 100% yield; for example, 0.34 means a 34% yield). (1) The yield is 0.550. The product is [OH:5][C:4]([C:7]([F:10])([F:8])[F:9])([CH2:3][C:2]([CH3:1])([C:12]1[C:20]2[O:19][CH2:18][CH2:17][C:16]=2[CH:15]=[C:14]([C:21]2[CH:26]=[N:25][CH:24]=[N:23][CH:22]=2)[CH:13]=1)[CH3:11])[CH2:6][N:27]1[C:35]2[CH2:34][CH2:33][CH2:32][C:31](=[O:36])[C:30]=2[CH:29]=[CH:28]1. The catalyst is C(O)C. The reactants are [CH3:1][C:2]([C:12]1[C:20]2[O:19][CH2:18][CH2:17][C:16]=2[CH:15]=[C:14]([C:21]2[CH:22]=[N:23][CH:24]=[N:25][CH:26]=2)[CH:13]=1)([CH3:11])[CH2:3][C:4]1([C:7]([F:10])([F:9])[F:8])[CH2:6][O:5]1.[NH:27]1[C:35]2[CH2:34][CH2:33][CH2:32][C:31](=[O:36])[C:30]=2[CH:29]=[CH:28]1.[O-]CC.[Na+]. (2) The reactants are [CH2:1]([NH:8][C:9]([C:11]1[S:15][C:14]([N:16]2[CH2:21][CH2:20][CH2:19][CH2:18][C:17]2=[O:22])=[N:13][C:12]=1[CH3:23])=[O:10])[C:2]1[CH:7]=[CH:6][CH:5]=[CH:4][CH:3]=1.C[Si]([N-][Si](C)(C)C)(C)C.[Li+].[CH:34](=[O:41])[C:35]1[CH:40]=[CH:39][CH:38]=[CH:37][CH:36]=1.O. The catalyst is O1CCCC1.ClCCl. The product is [CH2:1]([NH:8][C:9]([C:11]1[S:15][C:14]([N:16]2[CH2:21][CH2:20][CH2:19][CH:18]([CH:34]([OH:41])[C:35]3[CH:40]=[CH:39][CH:38]=[CH:37][CH:36]=3)[C:17]2=[O:22])=[N:13][C:12]=1[CH3:23])=[O:10])[C:2]1[CH:7]=[CH:6][CH:5]=[CH:4][CH:3]=1. The yield is 0.0300. (3) The reactants are [I-].ClC1C=CC=C[N+]=1C.[C:10]([OH:19])(=[O:18])[CH2:11][CH2:12][CH2:13][CH2:14][CH2:15][CH2:16][CH3:17].C(N(CC)CC)C.[OH:27][CH2:28][C:29]1[O:30][CH:31]=[C:32](O)[C:33](=[O:35])[CH:34]=1. The catalyst is ClCCl.CCCCCCC.C(OCC)(=O)C. The product is [C:10]([O:19][C:32]1[C:33](=[O:35])[CH:34]=[C:29]([CH2:28][OH:27])[O:30][CH:31]=1)(=[O:18])[CH2:11][CH2:12][CH2:13][CH2:14][CH2:15][CH2:16][CH3:17]. The yield is 0.540. (4) The reactants are [Cl:1][C:2]1[C:11]2[C:6](=[CH:7][CH:8]=[CH:9][CH:10]=2)[CH:5]=[CH:4][C:3]=1[CH2:12][CH2:13][CH2:14][NH2:15].[O:16]1[CH:20]=[CH:19][CH:18]=[C:17]1[CH:21]=O. No catalyst specified. The product is [Cl:1][C:2]1[C:11]2[C:6](=[CH:7][CH:8]=[CH:9][CH:10]=2)[CH:5]=[CH:4][C:3]=1[CH2:12][CH2:13][CH2:14][NH:15][CH2:21][C:17]1[O:16][CH:20]=[CH:19][CH:18]=1. The yield is 0.450. (5) The reactants are [C:1]([C:3]1[C:11]2[C:6](=[CH:7][C:8]([O:12][CH3:13])=[CH:9][CH:10]=2)[N:5]([CH2:14][CH3:15])[C:4]=1[C:16]1[CH:21]=[CH:20][C:19]([NH:22][S:23]([CH:26]=[CH2:27])(=[O:25])=[O:24])=[CH:18][CH:17]=1)#[N:2].[NH:28]1[CH2:33][CH2:32][O:31][CH2:30][CH2:29]1. The catalyst is CC#N. The product is [C:1]([C:3]1[C:11]2[C:6](=[CH:7][C:8]([O:12][CH3:13])=[CH:9][CH:10]=2)[N:5]([CH2:14][CH3:15])[C:4]=1[C:16]1[CH:21]=[CH:20][C:19]([NH:22][S:23]([CH2:26][CH2:27][N:28]2[CH2:33][CH2:32][O:31][CH2:30][CH2:29]2)(=[O:24])=[O:25])=[CH:18][CH:17]=1)#[N:2]. The yield is 1.00.